This data is from Reaction yield outcomes from USPTO patents with 853,638 reactions. The task is: Predict the reaction yield, written as a fraction of the theoretical maximum amount of product (1.0 means a 100% yield; for example, 0.34 means a 34% yield). (1) The reactants are CC([O-])(C)C.[K+:6].C1OCCOCCOCCOCCOCCOC1.[C:25]([O:32][CH2:33][CH3:34])(=[O:31])[C:26]([O:28]CC)=O.[C:35](#[N:38])[CH2:36][CH3:37]. The catalyst is C1COCC1. The product is [C:35](/[C:36](/[CH3:37])=[C:26](\[O-:28])/[C:25]([O:32][CH2:33][CH3:34])=[O:31])#[N:38].[K+:6]. The yield is 0.770. (2) The reactants are [O:1]1[C@H:5]2[O:6][CH2:7][CH2:8][C@H:4]2[C@@H:3]([OH:9])[CH2:2]1.O1[C@H]2OCC[C@H]2[C@H](O)C1.P([O-])([O-])(O)=O.[K+].[K+].Cl[O-].[Na+]. The catalyst is C(OCC)(=O)C.O1[C@@H]2OCC[C@@H]2[C@H](O)C1.O1[C@@H]2OCC[C@@H]2[C@@H](O)C1.[Br-].[K+].CC(O)C. The product is [O:1]1[C@H:5]2[O:6][CH2:7][CH2:8][C@H:4]2[C:3](=[O:9])[CH2:2]1. The yield is 0.730. (3) The reactants are Br[CH2:2][C:3]([C:5]1[C:6](=[O:16])[O:7][C:8]2[C:13]([CH:14]=1)=[CH:12][CH:11]=[CH:10][C:9]=2[Cl:15])=O.[NH2:17][C:18]([NH2:20])=[S:19]. The catalyst is CCO. The product is [NH2:20][C:18]1[S:19][CH:2]=[C:3]([C:5]2[C:6](=[O:16])[O:7][C:8]3[C:13]([CH:14]=2)=[CH:12][CH:11]=[CH:10][C:9]=3[Cl:15])[N:17]=1. The yield is 0.960. (4) The reactants are [CH3:1][CH:2]([S-:4])[CH3:3].[Na+].Cl[C:7]1[C:20]2[C:11](=[C:12]3[C:17](=[CH:18][CH:19]=2)[CH:16]=[CH:15][CH:14]=[N:13]3)[N:10]=[C:9]([CH3:21])[CH:8]=1. The catalyst is CO. The product is [CH3:21][C:9]1[CH:8]=[C:7]([S:4][CH:2]([CH3:3])[CH3:1])[C:20]2[C:11](=[C:12]3[C:17](=[CH:18][CH:19]=2)[CH:16]=[CH:15][CH:14]=[N:13]3)[N:10]=1. The yield is 0.800. (5) The reactants are [I-].[CH2:2]([O:4][C:5]([C@@:7]1([NH:12][C:13](N2C=C[N+](C)=C2)=[O:14])[CH2:9][C@H:8]1[CH:10]=[CH2:11])=[O:6])[CH3:3].[CH2:21]([N:28]([CH3:37])[C:29]([C@@H:31]1[CH2:35][C@@H:34]([OH:36])[CH2:33][NH:32]1)=[O:30])[CH2:22][CH2:23][CH2:24][CH2:25][CH:26]=[CH2:27].C(OC([C@@]1(NC(N2C[C@H](O)C[C@H]2C(=O)N(CCCCC=C)C)=O)C[C@@H]1C=C)=O)C. No catalyst specified. The product is [CH2:2]([O:4][C:5]([C@@:7]1([NH:12][C:13]([N:32]2[CH2:33][C@H:34]([OH:36])[CH2:35][C@H:31]2[C:29](=[O:30])[N:28]([CH2:21][CH2:22][CH2:23][CH2:24][CH:25]=[CH:26][CH3:27])[CH3:37])=[O:14])[CH2:9][C@@H:8]1[CH:10]=[CH2:11])=[O:6])[CH3:3]. The yield is 0.380. (6) The reactants are [NH2:1][C:2]1[CH:7]=[CH:6][C:5]([C:8]2[N:9]([CH2:22][CH3:23])[C:10]3[C:15]([C:16]=2[C:17]#[N:18])=[CH:14][CH:13]=[C:12]([O:19][CH2:20][CH3:21])[CH:11]=3)=[CH:4][CH:3]=1.[P:24](Cl)([O:29][CH2:30][CH3:31])([O:26][CH2:27][CH3:28])=[O:25].C(N(C(C)C)CC)(C)C.C(OCC)(=O)C. The catalyst is O1CCOCC1. The product is [C:17]([C:16]1[C:15]2[C:10](=[CH:11][C:12]([O:19][CH2:20][CH3:21])=[CH:13][CH:14]=2)[N:9]([CH2:22][CH3:23])[C:8]=1[C:5]1[CH:4]=[CH:3][C:2]([NH:1][P:24](=[O:25])([O:29][CH2:30][CH3:31])[O:26][CH2:27][CH3:28])=[CH:7][CH:6]=1)#[N:18]. The yield is 0.510. (7) The product is [OH:8]/[C:3](=[CH:21]\[C:20]([C:17]1[CH:18]=[CH:19][C:14]([S:13][CH3:12])=[CH:15][CH:16]=1)=[O:22])/[C:4]([O:6][CH3:7])=[O:5]. The reactants are CO[C:3](=[O:8])[C:4]([O:6][CH3:7])=[O:5].C[O-].[Na+].[CH3:12][S:13][C:14]1[CH:19]=[CH:18][C:17]([C:20](=[O:22])[CH3:21])=[CH:16][CH:15]=1.Cl. The yield is 0.790. The catalyst is C1(C)C=CC=CC=1.C(Cl)Cl.CCCCCC.CCOC(C)=O.